This data is from Forward reaction prediction with 1.9M reactions from USPTO patents (1976-2016). The task is: Predict the product of the given reaction. (1) Given the reactants [O:1]1[C:5]2[CH:6]=[CH:7][C:8]([C:10](=[O:13])[CH2:11][CH3:12])=[CH:9][C:4]=2[CH:3]=[CH:2]1.[CH2:14](O)[CH2:15][OH:16].CC1C=CC(S(O)(=O)=O)=CC=1, predict the reaction product. The product is: [CH2:11]([C:10]1([C:8]2[CH:7]=[CH:6][C:5]3[O:1][CH:2]=[CH:3][C:4]=3[CH:9]=2)[O:16][CH2:15][CH2:14][O:13]1)[CH3:12]. (2) Given the reactants [CH2:1]([O:8][C:9]([NH:11][C@@H:12]([CH:32]([CH3:34])[CH3:33])[C:13]([NH:15][CH:16]([CH2:21][C:22]1[C:30]2[C:25](=[C:26]([Br:31])[CH:27]=[CH:28][CH:29]=2)[NH:24][CH:23]=1)[C:17]([O:19][CH3:20])=[O:18])=[O:14])=[O:10])[C:2]1[CH:7]=[CH:6][CH:5]=[CH:4][CH:3]=1, predict the reaction product. The product is: [CH2:1]([O:8][C:9]([NH:11][C@H:12]([C:13]1[O:14][C:21]([C:22]2[C:30]3[C:25](=[C:26]([Br:31])[CH:27]=[CH:28][CH:29]=3)[NH:24][CH:23]=2)=[C:16]([C:17]([O:19][CH3:20])=[O:18])[N:15]=1)[CH:32]([CH3:34])[CH3:33])=[O:10])[C:2]1[CH:7]=[CH:6][CH:5]=[CH:4][CH:3]=1. (3) Given the reactants [NH2:1][C:2]1[N:3]=[CH:4][C:5]2[C:10]([C:11]([C:13]3[CH:14]=[N:15][CH:16]=[C:17]([NH2:19])[CH:18]=3)=[O:12])=[CH:9][N:8]([C:20]([CH3:30])([CH3:29])[CH2:21][O:22][CH:23]3[CH2:28][CH2:27][CH2:26][CH2:25][O:24]3)[C:6]=2[N:7]=1.[CH:31]1([C:34]2[N:35]=[N:36][N:37]([CH2:39][C:40](O)=[O:41])[CH:38]=2)[CH2:33][CH2:32]1, predict the reaction product. The product is: [NH2:1][C:2]1[N:3]=[CH:4][C:5]2[C:10]([C:11]([C:13]3[CH:18]=[C:17]([NH:19][C:40](=[O:41])[CH2:39][N:37]4[CH:38]=[C:34]([CH:31]5[CH2:32][CH2:33]5)[N:35]=[N:36]4)[CH:16]=[N:15][CH:14]=3)=[O:12])=[CH:9][N:8]([C:20]([CH3:30])([CH3:29])[CH2:21][O:22][CH:23]3[CH2:28][CH2:27][CH2:26][CH2:25][O:24]3)[C:6]=2[N:7]=1. (4) Given the reactants [CH2:1]([O:8][C:9]1[CH:14]=[CH:13][C:12]([N:15]2[CH2:19][C@H:18]([CH2:20]O)[O:17][C:16]2=[O:22])=[CH:11][C:10]=1[F:23])[C:2]1[CH:7]=[CH:6][CH:5]=[CH:4][CH:3]=1.C(N(CC)CC)C.CS(Cl)(=O)=O.[N-:36]=[N+:37]=[N-:38].[Na+], predict the reaction product. The product is: [N:36]([CH2:20][C@H:18]1[O:17][C:16](=[O:22])[N:15]([C:12]2[CH:13]=[CH:14][C:9]([O:8][CH2:1][C:2]3[CH:7]=[CH:6][CH:5]=[CH:4][CH:3]=3)=[C:10]([F:23])[CH:11]=2)[CH2:19]1)=[N+:37]=[N-:38]. (5) Given the reactants P(Cl)(Cl)(Cl)=O.C1(S([N:15]2[C:23]3[C:18](=[C:19]([CH2:24][C:25]([C:27]4[CH:32]=[CH:31][N:30]=[CH:29][CH:28]=4)=O)[CH:20]=[CH:21][CH:22]=3)[CH:17]=[N:16]2)(=O)=O)C=CC=CC=1.Cl.NO.O.[NH2:37][NH2:38].C[N:40]([CH3:43])C=O, predict the reaction product. The product is: [NH:15]1[C:23]2[C:18](=[C:19]([C:24]3[C:25]([C:27]4[CH:28]=[CH:29][N:30]=[CH:31][CH:32]=4)=[N:37][NH:38][C:43]=3[NH2:40])[CH:20]=[CH:21][CH:22]=2)[CH:17]=[N:16]1.